This data is from Peptide-MHC class I binding affinity with 185,985 pairs from IEDB/IMGT. The task is: Regression. Given a peptide amino acid sequence and an MHC pseudo amino acid sequence, predict their binding affinity value. This is MHC class I binding data. The peptide sequence is GYELHPDKW. The MHC is Mamu-B17 with pseudo-sequence Mamu-B17. The binding affinity (normalized) is 0.129.